This data is from Catalyst prediction with 721,799 reactions and 888 catalyst types from USPTO. The task is: Predict which catalyst facilitates the given reaction. (1) The catalyst class is: 126. Reactant: [NH2:1][C:2]([N:4]1[CH2:9][CH2:8][C:7]2[N:10]([CH2:36][CH2:37][CH2:38][N:39]3[CH2:44][CH2:43][O:42][CH2:41][C@@H:40]3[CH3:45])[N:11]=[C:12]([C:13]3[CH:14]=[CH:15][C:16]([Cl:35])=[C:17]([C:19]#[C:20][C:21]4[CH:22]=[CH:23][C:24]([Cl:34])=[C:25]([CH2:27][NH:28][CH2:29][C:30]([O:32]C)=[O:31])[CH:26]=4)[CH:18]=3)[C:6]=2[CH2:5]1)=[O:3].[Li+].[OH-].C1COCC1.CO. Product: [NH2:1][C:2]([N:4]1[CH2:9][CH2:8][C:7]2[N:10]([CH2:36][CH2:37][CH2:38][N:39]3[CH2:44][CH2:43][O:42][CH2:41][C@@H:40]3[CH3:45])[N:11]=[C:12]([C:13]3[CH:14]=[CH:15][C:16]([Cl:35])=[C:17]([C:19]#[C:20][C:21]4[CH:22]=[CH:23][C:24]([Cl:34])=[C:25]([CH2:27][NH:28][CH2:29][C:30]([OH:32])=[O:31])[CH:26]=4)[CH:18]=3)[C:6]=2[CH2:5]1)=[O:3]. (2) Reactant: [C:1]([O:5][C:6]([NH:8][C@H:9]1[CH2:13][CH2:12][C@@H:11]([C:14]([OH:16])=[O:15])[CH2:10]1)=[O:7])([CH3:4])([CH3:3])[CH3:2].C1C=CC2N(O)N=NC=2C=1.C(Cl)CCl.O[N:32]=[C:33]([C:35]1[CH:40]=[CH:39][CH:38]=[CH:37][CH:36]=1)[NH2:34]. Product: [NH2:34]/[C:33](=[N:32]\[O:15][C:14]([C@@H:11]1[CH2:12][CH2:13][C@H:9]([NH:8][C:6](=[O:7])[O:5][C:1]([CH3:4])([CH3:2])[CH3:3])[CH2:10]1)=[O:16])/[C:35]1[CH:40]=[CH:39][CH:38]=[CH:37][CH:36]=1. The catalyst class is: 34.